Dataset: Full USPTO retrosynthesis dataset with 1.9M reactions from patents (1976-2016). Task: Predict the reactants needed to synthesize the given product. (1) Given the product [C:12]([O:16][C:17]([NH:19][O:20][CH2:22][CH2:23][CH2:24][CH2:25][CH2:26][CH2:27][OH:28])=[O:18])([CH3:15])([CH3:14])[CH3:13], predict the reactants needed to synthesize it. The reactants are: C1CCN2C(=NCCC2)CC1.[C:12]([O:16][C:17]([NH:19][OH:20])=[O:18])([CH3:15])([CH3:14])[CH3:13].Br[CH2:22][CH2:23][CH2:24][CH2:25][CH2:26][CH2:27][OH:28]. (2) Given the product [C:35]([O:39][C:40]([N:42]1[CH2:47][CH2:46][C:45]2([CH2:52][CH2:51][N:50]([C:15](=[O:16])[C:14]3[CH:32]=[CH:33][CH:34]=[C:12]([N:8]4[CH2:7][C:6]5[C:10](=[C:2]([Cl:1])[CH:3]=[CH:4][CH:5]=5)[C:9]4=[O:11])[CH:13]=3)[CH2:49][CH2:48]2)[CH2:44][CH2:43]1)=[O:41])([CH3:38])([CH3:36])[CH3:37], predict the reactants needed to synthesize it. The reactants are: [Cl:1][C:2]1[CH:3]=[CH:4][CH:5]=[C:6]2[C:10]=1[C:9](=[O:11])[N:8]([C:12]1[CH:13]=[C:14]([CH:32]=[CH:33][CH:34]=1)[C:15](NCCC1CCN(C3C=CN=CC=3)CC1)=[O:16])[CH2:7]2.[C:35]([O:39][C:40]([N:42]1[CH2:47][CH2:46][C:45]2([CH2:52][CH2:51][NH:50][CH2:49][CH2:48]2)[CH2:44][CH2:43]1)=[O:41])([CH3:38])([CH3:37])[CH3:36].ClC1C=CC=C2C=1C(=O)N(C1C=C(C=CC=1)C(O)=O)C2. (3) Given the product [CH3:15][O:16][C:17](=[O:33])[CH:18]([C@@H:23]1[C:31]2[C:26](=[CH:27][CH:28]=[CH:29][CH:30]=2)[CH2:25][C@H:24]1[NH:32][C:10]([C:6]1[NH:5][C:4]2[C:3]([Cl:13])=[C:2]([Cl:1])[S:9][C:8]=2[CH:7]=1)=[O:12])[CH2:19][CH:20]1[CH2:21][CH2:22]1, predict the reactants needed to synthesize it. The reactants are: [Cl:1][C:2]1[S:9][C:8]2[CH:7]=[C:6]([C:10]([OH:12])=O)[NH:5][C:4]=2[C:3]=1[Cl:13].Cl.[CH3:15][O:16][C:17](=[O:33])[CH:18]([C@@H:23]1[C:31]2[C:26](=[CH:27][CH:28]=[CH:29][CH:30]=2)[CH2:25][C@H:24]1[NH2:32])[CH2:19][CH:20]1[CH2:22][CH2:21]1.C(N(CC)CC)C.C1C=CC2N(O)N=NC=2C=1.CCN=C=NCCCN(C)C.